From a dataset of Forward reaction prediction with 1.9M reactions from USPTO patents (1976-2016). Predict the product of the given reaction. (1) The product is: [CH3:20][C:21]([NH:22][C:12]([C:10]1[CH:9]=[CH:8][C:7]([N:15]2[CH2:18][CH:17]([OH:19])[CH2:16]2)=[C:6]([O:5][CH2:4][CH:1]2[CH2:2][CH2:3]2)[N:11]=1)=[O:14])([C:23]1[S:24][CH:25]=[CH:26][N:27]=1)[CH3:28]. Given the reactants [CH:1]1([CH2:4][O:5][C:6]2[N:11]=[C:10]([C:12]([OH:14])=O)[CH:9]=[CH:8][C:7]=2[N:15]2[CH2:18][CH:17]([OH:19])[CH2:16]2)[CH2:3][CH2:2]1.[CH3:20][C:21]([CH3:28])([C:23]1[S:24][CH:25]=[CH:26][N:27]=1)[NH2:22], predict the reaction product. (2) Given the reactants O1C2=NC=CC=C2C(N)C1.CO[N:13]=[C:14]1[C:22]2[C:17](=[CH:18][N:19]=[CH:20][CH:21]=2)[O:16][CH2:15]1, predict the reaction product. The product is: [O:16]1[C:17]2=[CH:18][N:19]=[CH:20][CH:21]=[C:22]2[CH:14]([NH2:13])[CH2:15]1.